This data is from Catalyst prediction with 721,799 reactions and 888 catalyst types from USPTO. The task is: Predict which catalyst facilitates the given reaction. (1) Reactant: [CH3:1][O:2][C:3]1[C:8]2[S:9][C:10]3[CH:15]=[CH:14][CH:13]=[CH:12][C:11]=3[C:7]=2[CH:6]=[CH:5][CH:4]=1.[N+:16]([O-])([OH:18])=[O:17].O. Product: [CH3:1][O:2][C:3]1[C:8]2[S:9][C:10]3[CH:15]=[CH:14][CH:13]=[CH:12][C:11]=3[C:7]=2[C:6]([N+:16]([O-:18])=[O:17])=[CH:5][CH:4]=1. The catalyst class is: 15. (2) Reactant: [CH:1]1([C:4]2[CH:5]=[CH:6][C:7]([C:15]([OH:17])=O)=[N:8][C:9]=2[O:10][CH2:11][CH:12]2[CH2:14][CH2:13]2)[CH2:3][CH2:2]1.[NH2:18][CH:19]([CH:23]1[CH2:25][CH2:24]1)[C:20]([NH2:22])=[O:21].CO. Product: [C:20]([CH:19]([NH:18][C:15]([C:7]1[CH:6]=[CH:5][C:4]([CH:1]2[CH2:2][CH2:3]2)=[C:9]([O:10][CH2:11][CH:12]2[CH2:13][CH2:14]2)[N:8]=1)=[O:17])[CH:23]1[CH2:25][CH2:24]1)(=[O:21])[NH2:22]. The catalyst class is: 194. (3) Reactant: [CH:1](NC(C)C)(C)C.C([Li])CCC.CCCCCC.[Li+].CC([N-]C(C)C)C.[CH3:27][O:28][C:29]([C@@H:31]1[C@@H:35]([OH:36])[CH2:34][CH2:33][N:32]1[C:37]([O:39][C:40]([CH3:43])([CH3:42])[CH3:41])=[O:38])=[O:30].IC. Product: [CH3:27][O:28][C:29]([C@@:31]1([CH3:1])[C@@H:35]([OH:36])[CH2:34][CH2:33][N:32]1[C:37]([O:39][C:40]([CH3:43])([CH3:42])[CH3:41])=[O:38])=[O:30]. The catalyst class is: 1. (4) Reactant: [Br:1][C:2]1[C:10]2[C:5](=[N:6][CH:7]=[C:8]3[C:13](=[O:14])[N:12]([CH2:15][CH2:16][C:17]4[CH:22]=[CH:21][CH:20]=[CH:19][CH:18]=4)[C:11](=[O:23])[C:9]3=2)[NH:4][N:3]=1.C(=O)([O-])[O-].[Cs+].[Cs+].[I-].[Na+].[CH3:32][O:33][C:34]1[CH:41]=[CH:40][C:37]([CH2:38]Cl)=[CH:36][CH:35]=1. Product: [Br:1][C:2]1[C:10]2[C:5](=[N:6][CH:7]=[C:8]3[C:13](=[O:14])[N:12]([CH2:15][CH2:16][C:17]4[CH:18]=[CH:19][CH:20]=[CH:21][CH:22]=4)[C:11](=[O:23])[C:9]3=2)[N:4]([CH2:38][C:37]2[CH:40]=[CH:41][C:34]([O:33][CH3:32])=[CH:35][CH:36]=2)[N:3]=1. The catalyst class is: 9. (5) Reactant: [C:1]([N:4]1[C@@H:10]([CH3:11])[C@H:9]([NH:12][C:13](=[O:25])[C@@H:14]([N:16]([CH3:24])[C:17](=[O:23])[O:18][C:19]([CH3:22])([CH3:21])[CH3:20])[CH3:15])[C:8](=[O:26])[NH:7][C:6]2[CH:27]=[CH:28][CH:29]=[CH:30][C:5]1=2)(=[O:3])[CH3:2].CS(O[CH2:36][C:37]1[C:46]2[C:41](=[CH:42][CH:43]=[CH:44][CH:45]=2)[N:40]=[CH:39][C:38]=1[CH:47]1[CH2:49][CH2:48]1)(=O)=O.C(=O)([O-])[O-].[Cs+].[Cs+].[I-].[Na+]. Product: [C:1]([N:4]1[C@@H:10]([CH3:11])[C@H:9]([NH:12][C:13](=[O:25])[C@@H:14]([N:16]([CH3:24])[C:17](=[O:23])[O:18][C:19]([CH3:22])([CH3:21])[CH3:20])[CH3:15])[C:8](=[O:26])[N:7]([CH2:36][C:37]2[C:46]3[C:41](=[CH:42][CH:43]=[CH:44][CH:45]=3)[N:40]=[CH:39][C:38]=2[CH:47]2[CH2:48][CH2:49]2)[C:6]2[CH:27]=[CH:28][CH:29]=[CH:30][C:5]1=2)(=[O:3])[CH3:2]. The catalyst class is: 31. (6) Reactant: [I:1]I.[CH3:3][C@@H:4]1[CH2:26][C:25]2[C:27](=[O:28])[C:20](=[CH:21][C:22]([C:24]=2[O:29][CH3:30])=[O:23])[NH:19][C:17](=[O:18])[C:16]([CH3:31])=[CH:15][CH:14]=[CH:13][C@H:12]([O:32][CH3:33])[C@@H:11]([O:34][C:35]([NH2:37])=[O:36])[C:10]([CH3:38])=[CH:9][C@H:8]([CH3:39])[C@@H:7]([OH:40])[C@@H:6]([O:41][CH3:42])[CH2:5]1.C(Cl)(Cl)Cl. Product: [C:35](=[O:36])([O:34][C@@H:11]1[C@@H:12]([O:32][CH3:33])[CH:13]=[CH:14][CH:15]=[C:16]([CH3:31])[C:17](=[O:18])[NH:19][C:20]2[C:27](=[O:28])[C:25]([CH2:26][C@@H:4]([CH3:3])[CH2:5][C@H:6]([O:41][CH3:42])[C@H:7]([OH:40])[C@@H:8]([CH3:39])[CH:9]=[C:10]1[CH3:38])=[C:24]([O:29][CH3:30])[C:22](=[O:23])[C:21]=2[I:1])[NH2:37]. The catalyst class is: 17. (7) Reactant: [N+:1]([C:4]1[CH:9]=[CH:8][C:7]([C:10]2[CH:15]=[CH:14][C:13]([C:16]([F:19])([F:18])[F:17])=[CH:12][CH:11]=2)=[CH:6][C:5]=1[C:20]#[N:21])([O-:3])=[O:2].O.Cl. Product: [N+:1]([C:4]1[CH:9]=[CH:8][C:7]([C:10]2[CH:11]=[CH:12][C:13]([C:16]([F:17])([F:18])[F:19])=[CH:14][CH:15]=2)=[CH:6][C:5]=1[CH2:20][NH2:21])([O-:3])=[O:2]. The catalyst class is: 7.